This data is from Catalyst prediction with 721,799 reactions and 888 catalyst types from USPTO. The task is: Predict which catalyst facilitates the given reaction. Reactant: [Cl:1][C:2]1[C:7]([OH:8])=[C:6]([N+:9]([O-:11])=[O:10])[CH:5]=[CH:4][N:3]=1.[CH3:12][Si](C=[N+]=[N-])(C)C. Product: [Cl:1][C:2]1[C:7]([O:8][CH3:12])=[C:6]([N+:9]([O-:11])=[O:10])[CH:5]=[CH:4][N:3]=1. The catalyst class is: 382.